This data is from Full USPTO retrosynthesis dataset with 1.9M reactions from patents (1976-2016). The task is: Predict the reactants needed to synthesize the given product. (1) Given the product [CH3:1][C:2]1[S:10][C:9]2[CH2:8][CH2:7][NH:6][CH:5]([CH3:11])[C:4]=2[CH:3]=1, predict the reactants needed to synthesize it. The reactants are: [CH3:1][C:2]1[S:10][C:9]2[CH2:8][CH2:7][N:6]=[C:5]([CH3:11])[C:4]=2[CH:3]=1.C(O[BH-](OC(=O)C)OC(=O)C)(=O)C.[Na+]. (2) Given the product [CH3:43][O:44][C:45](=[O:54])[C:46]1[CH:51]=[CH:50][CH:49]=[CH:48][C:47]=1[CH2:52][N:19]1[CH2:20][CH2:21][CH:16]([O:15][C:5]2[C:4]3[C:9](=[C:10]([O:12][CH3:13])[CH:11]=[C:2]([F:1])[CH:3]=3)[N:8]=[C:7]([CH3:14])[CH:6]=2)[CH2:17][CH2:18]1, predict the reactants needed to synthesize it. The reactants are: [F:1][C:2]1[CH:3]=[C:4]2[C:9](=[C:10]([O:12][CH3:13])[CH:11]=1)[N:8]=[C:7]([CH3:14])[CH:6]=[C:5]2[O:15][CH:16]1[CH2:21][CH2:20][N:19](C(OCC=C)=O)[CH2:18][CH2:17]1.N1CCOCC1.CCN(C(C)C)C(C)C.[CH3:43][O:44][C:45](=[O:54])[C:46]1[CH:51]=[CH:50][CH:49]=[CH:48][C:47]=1[CH2:52]Br. (3) Given the product [O:1]1[CH2:2][CH2:3][N:4]([C:7]2[C:16]3[C:11](=[CH:12][CH:13]=[CH:14][CH:15]=3)[C:10]([N:17]3[CH2:18][CH2:19][CH:20]([NH2:23])[CH2:21][CH2:22]3)=[N:9][N:8]=2)[CH2:5][CH2:6]1, predict the reactants needed to synthesize it. The reactants are: [O:1]1[CH2:6][CH2:5][N:4]([C:7]2[C:16]3[C:11](=[CH:12][CH:13]=[CH:14][CH:15]=3)[C:10]([N:17]3[CH2:22][CH2:21][CH:20]([NH:23]C(=O)OC(C)(C)C)[CH2:19][CH2:18]3)=[N:9][N:8]=2)[CH2:3][CH2:2]1.FC(F)(F)C(O)=O. (4) Given the product [F:1][C:2]([F:7])([F:6])[C:3]([OH:5])=[O:4].[CH3:8][O:9][C:10]([C:12]1[S:13][C:14]([C:17]2[C:18]([NH:35][CH2:36][CH:37]3[CH2:38][NH:39][CH2:40]3)=[N:19][C:20]([C:23]3[CH:28]=[CH:27][CH:26]=[C:25]([C:29]4[CH:30]=[N:31][N:32]([CH3:34])[CH:33]=4)[CH:24]=3)=[N:21][CH:22]=2)=[N:15][N:16]=1)=[O:11], predict the reactants needed to synthesize it. The reactants are: [F:1][C:2]([F:7])([F:6])[C:3]([OH:5])=[O:4].[CH3:8][O:9][C:10]([C:12]1[S:13][C:14]([C:17]2[C:18]([NH:35][CH2:36][CH:37]3[CH2:40][N:39](C(OC(C)(C)C)=O)[CH2:38]3)=[N:19][C:20]([C:23]3[CH:28]=[CH:27][CH:26]=[C:25]([C:29]4[CH:30]=[N:31][N:32]([CH3:34])[CH:33]=4)[CH:24]=3)=[N:21][CH:22]=2)=[N:15][N:16]=1)=[O:11]. (5) Given the product [OH:37][CH2:36][C:17]1[C:18]([N:22]2[C:34](=[O:35])[C:33]3[S:32][C:31]4[CH2:30][CH2:29][CH2:28][CH2:27][C:26]=4[C:25]=3[CH:24]=[N:23]2)=[N:19][CH:20]=[CH:21][C:16]=1[C:4]1[CH:5]=[C:6]([NH:9][C:10]2[CH:15]=[CH:14][N:13]=[CH:12][N:11]=2)[C:7](=[O:8])[N:2]([CH3:1])[CH:3]=1, predict the reactants needed to synthesize it. The reactants are: [CH3:1][N:2]1[C:7](=[O:8])[C:6]([NH:9][C:10]2[CH:15]=[CH:14][N:13]=[CH:12][N:11]=2)=[CH:5][C:4]([C:16]2[CH:21]=[CH:20][N:19]=[C:18]([N:22]3[C:34](=[O:35])[C:33]4[S:32][C:31]5[CH2:30][CH2:29][CH2:28][CH2:27][C:26]=5[C:25]=4[CH:24]=[N:23]3)[C:17]=2[CH:36]=[O:37])=[CH:3]1.[BH4-].[Na+]. (6) Given the product [Cl:25][C:26]1[CH:27]=[C:28]([N:32]2[CH2:37][CH2:36][N:35]([C:22]([C:14]3[N:13]([C:7]4[CH:8]=[CH:9][CH:10]=[CH:11][CH:12]=4)[C:21]4[C:16]([CH:15]=3)=[CH:17][CH:18]=[CH:19][CH:20]=4)=[O:24])[CH2:34][CH2:33]2)[CH:29]=[CH:30][CH:31]=1, predict the reactants needed to synthesize it. The reactants are: C(Cl)(=O)C(Cl)=O.[C:7]1([N:13]2[C:21]3[C:16](=[CH:17][CH:18]=[CH:19][CH:20]=3)[CH:15]=[C:14]2[C:22]([OH:24])=O)[CH:12]=[CH:11][CH:10]=[CH:9][CH:8]=1.[Cl:25][C:26]1[CH:27]=[C:28]([N:32]2[CH2:37][CH2:36][NH:35][CH2:34][CH2:33]2)[CH:29]=[CH:30][CH:31]=1.C(N(CC)CC)C. (7) The reactants are: [Cl:1][C:2]1[CH:42]=[CH:41][C:5]([CH2:6][N:7]2[C:12](=[N:13][C:14]3[CH:19]=[CH:18][C:17]([O:20][CH:21]([CH3:23])[CH3:22])=[C:16]([CH3:24])[CH:15]=3)[NH:11][C:10](=[O:25])[N:9]([CH2:26][CH2:27][C@H:28]([NH:32]C(OC(C)(C)C)=O)[C:29]([OH:31])=[O:30])[C:8]2=[O:40])=[CH:4][CH:3]=1.Cl.C(OCC)(=O)C.CCCCCC. Given the product [ClH:1].[Cl:1][C:2]1[CH:3]=[CH:4][C:5]([CH2:6][N:7]2[C:12](=[N:13][C:14]3[CH:19]=[CH:18][C:17]([O:20][CH:21]([CH3:23])[CH3:22])=[C:16]([CH3:24])[CH:15]=3)[NH:11][C:10](=[O:25])[N:9]([CH2:26][CH2:27][C@H:28]([NH2:32])[C:29]([OH:31])=[O:30])[C:8]2=[O:40])=[CH:41][CH:42]=1, predict the reactants needed to synthesize it. (8) Given the product [C:1]1([C:21]2[CH:22]=[CH:23][CH:24]=[CH:25][CH:26]=2)[CH:6]=[CH:5][C:4]([NH:7][C:8]2[CH:13]=[N:12][CH:11]=[C:10]3[S:14][C:15]([C:17]4[N:18]=[C:29]([C:28]([Cl:39])([Cl:38])[Cl:27])[O:20][N:19]=4)=[CH:16][C:9]=23)=[CH:3][CH:2]=1, predict the reactants needed to synthesize it. The reactants are: [C:1]1([C:21]2[CH:26]=[CH:25][CH:24]=[CH:23][CH:22]=2)[CH:6]=[CH:5][C:4]([NH:7][C:8]2[CH:13]=[N:12][CH:11]=[C:10]3[S:14][C:15]([C:17]([NH:19][OH:20])=[NH:18])=[CH:16][C:9]=23)=[CH:3][CH:2]=1.[Cl:27][C:28]([Cl:39])([Cl:38])[C:29](O[C:29](=O)[C:28]([Cl:39])([Cl:38])[Cl:27])=O.